Dataset: Catalyst prediction with 721,799 reactions and 888 catalyst types from USPTO. Task: Predict which catalyst facilitates the given reaction. (1) Reactant: [CH2:1]([C:3]1[CH:8]=[C:7]([O:9][CH2:10][CH2:11][CH:12]([C:17]2[S:18][C:19]3[CH:26]=[C:25]([C:27]([F:30])([F:29])[F:28])[CH:24]=[CH:23][C:20]=3[C:21]=2[CH3:22])[CH2:13][CH2:14][CH2:15][CH3:16])[CH:6]=[CH:5][C:4]=1[O:31][CH2:32][C:33]([O:35]CC)=[O:34])[CH3:2].[OH-].[Na+]. Product: [CH2:1]([C:3]1[CH:8]=[C:7]([O:9][CH2:10][CH2:11][CH:12]([C:17]2[S:18][C:19]3[CH:26]=[C:25]([C:27]([F:28])([F:30])[F:29])[CH:24]=[CH:23][C:20]=3[C:21]=2[CH3:22])[CH2:13][CH2:14][CH2:15][CH3:16])[CH:6]=[CH:5][C:4]=1[O:31][CH2:32][C:33]([OH:35])=[O:34])[CH3:2]. The catalyst class is: 92. (2) Reactant: [Cl:1][C:2]1[CH:10]=[C:9]2[C:5]([C:6]([CH2:18][C:19]3[CH:24]=[CH:23][CH:22]=[C:21]([Cl:25])[CH:20]=3)([CH:12]3[CH2:17][CH2:16][NH:15][CH2:14][CH2:13]3)[C:7](=[O:11])[NH:8]2)=[CH:4][CH:3]=1.C(N(CC)CC)C.[C:33](Cl)(=[O:35])[CH3:34]. Product: [C:33]([N:15]1[CH2:16][CH2:17][CH:12]([C:6]2([CH2:18][C:19]3[CH:24]=[CH:23][CH:22]=[C:21]([Cl:25])[CH:20]=3)[C:5]3[C:9](=[CH:10][C:2]([Cl:1])=[CH:3][CH:4]=3)[NH:8][C:7]2=[O:11])[CH2:13][CH2:14]1)(=[O:35])[CH3:34]. The catalyst class is: 7.